Dataset: Forward reaction prediction with 1.9M reactions from USPTO patents (1976-2016). Task: Predict the product of the given reaction. (1) Given the reactants [CH3:1][O:2][C:3](=[O:14])[CH2:4][O:5][C:6]1[CH:11]=[CH:10][C:9]([F:12])=[C:8]([NH2:13])[CH:7]=1.C[O:16][C:17](=O)[CH:18]([CH2:23][C:24]1[CH:29]=[CH:28][C:27]([F:30])=[CH:26][C:25]=1[F:31])[C:19](=O)[CH2:20][CH3:21].O1CCOCC1.C([O-])(=O)C.[Na+], predict the reaction product. The product is: [CH3:1][O:2][C:3](=[O:14])[CH2:4][O:5][C:6]1[CH:11]=[CH:10][C:9]([F:12])=[C:8]2[C:7]=1[C:17](=[O:16])[C:18]([CH2:23][C:24]1[CH:29]=[CH:28][C:27]([F:30])=[CH:26][C:25]=1[F:31])=[C:19]([CH2:20][CH3:21])[NH:13]2. (2) Given the reactants Cl[C:2]1[CH:12]=[C:11]([O:13][C:14]2[CH:19]=[CH:18][CH:17]=[CH:16][CH:15]=2)[C:5]([C:6]([O:8][CH2:9][CH3:10])=[O:7])=[CH:4][N:3]=1.[CH3:20][C:21]1[N:22]=[C:23]([NH2:26])[S:24][CH:25]=1.P([O-])([O-])([O-])=O.[K+].[K+].[K+].O, predict the reaction product. The product is: [CH3:20][C:21]1[N:22]=[C:23]([NH:26][C:2]2[CH:12]=[C:11]([O:13][C:14]3[CH:19]=[CH:18][CH:17]=[CH:16][CH:15]=3)[C:5]([C:6]([O:8][CH2:9][CH3:10])=[O:7])=[CH:4][N:3]=2)[S:24][CH:25]=1. (3) Given the reactants C([O:3][C:4]([C:6]1[N:10]([CH2:11][C:12]2[CH:17]=[CH:16][CH:15]=[C:14](Br)[CH:13]=2)[C:9]2[CH:19]=[C:20](Br)[S:21][C:8]=2[CH:7]=1)=[O:5])C.[C:23]1([C:29]#[C:30][Sn](C)(C)C)[CH:28]=[CH:27][CH:26]=[CH:25][CH:24]=1, predict the reaction product. The product is: [C:23]1([C:29]#[C:30][C:20]2[S:21][C:8]3[CH:7]=[C:6]([C:4]([OH:3])=[O:5])[N:10]([CH2:11][C:12]4[CH:17]=[CH:16][CH:15]=[C:14]([C:30]#[C:29][C:23]5[CH:28]=[CH:27][CH:26]=[CH:25][CH:24]=5)[CH:13]=4)[C:9]=3[CH:19]=2)[CH:28]=[CH:27][CH:26]=[CH:25][CH:24]=1. (4) Given the reactants [Cl:1][C:2]1[C:12]([N+:13]([O-:15])=[O:14])=[CH:11][C:5]2[N:6]=[C:7](SC)[O:8][C:4]=2[CH:3]=1.[NH2:16][C:17]1[CH:22]=[C:21]([N+:23]([O-])=O)[C:20](Cl)=[CH:19]C=1O.Cl.[C:29](OCC)(=O)[CH3:30], predict the reaction product. The product is: [Cl:1][C:2]1[C:12]([N+:13]([O-:15])=[O:14])=[CH:11][C:5]2[N:6]=[C:7]([N:23]3[CH:21]4[CH2:22][CH2:17][N:16]([CH2:19][CH2:20]4)[CH2:30][CH2:29]3)[O:8][C:4]=2[CH:3]=1. (5) Given the reactants [NH2:1][C:2]1[N:7]=[CH:6][N:5]=[C:4]2[N:8]([CH:12]([C:14]3[O:15][C:16]4[C:21]([C:22](=[O:30])[C:23]=3[C:24]3[CH:29]=[CH:28][CH:27]=[CH:26][CH:25]=3)=[CH:20][CH:19]=[CH:18][CH:17]=4)[CH3:13])[N:9]=[C:10](I)[C:3]=12.[CH3:31][C:32]([OH:36])([C:34]#[CH:35])[CH3:33].ClCCl, predict the reaction product. The product is: [NH2:1][C:2]1[N:7]=[CH:6][N:5]=[C:4]2[N:8]([CH:12]([C:14]3[O:15][C:16]4[C:21]([C:22](=[O:30])[C:23]=3[C:24]3[CH:29]=[CH:28][CH:27]=[CH:26][CH:25]=3)=[CH:20][CH:19]=[CH:18][CH:17]=4)[CH3:13])[N:9]=[C:10]([C:35]#[C:34][C:32]([OH:36])([CH3:33])[CH3:31])[C:3]=12. (6) The product is: [CH2:11]([N:18]1[CH2:23][CH:22]([CH3:24])[O:21][CH2:20][CH:19]1[CH2:25][CH:26]=[O:27])[C:12]1[CH:13]=[CH:14][CH:15]=[CH:16][CH:17]=1. Given the reactants C(Cl)(=O)C(Cl)=O.CS(C)=O.[CH2:11]([N:18]1[CH2:23][CH:22]([CH3:24])[O:21][CH2:20][CH:19]1[CH2:25][CH2:26][OH:27])[C:12]1[CH:17]=[CH:16][CH:15]=[CH:14][CH:13]=1.C(N(CC)CC)C, predict the reaction product. (7) Given the reactants Br[C:2]1[CH:3]=[C:4]([NH:10][S:11]([C:14]2[CH:19]=[CH:18][C:17]([F:20])=[CH:16][C:15]=2[F:21])(=[O:13])=[O:12])[C:5]([O:8][CH3:9])=[N:6][CH:7]=1.[B:22]1([B:22]2[O:26][C:25]([CH3:28])([CH3:27])[C:24]([CH3:30])([CH3:29])[O:23]2)[O:26][C:25]([CH3:28])([CH3:27])[C:24]([CH3:30])([CH3:29])[O:23]1.C(Cl)Cl.C([O-])(=O)C.[K+], predict the reaction product. The product is: [F:21][C:15]1[CH:16]=[C:17]([F:20])[CH:18]=[CH:19][C:14]=1[S:11]([NH:10][C:4]1[C:5]([O:8][CH3:9])=[N:6][CH:7]=[C:2]([B:22]2[O:26][C:25]([CH3:28])([CH3:27])[C:24]([CH3:30])([CH3:29])[O:23]2)[CH:3]=1)(=[O:13])=[O:12].